From a dataset of NCI-60 drug combinations with 297,098 pairs across 59 cell lines. Regression. Given two drug SMILES strings and cell line genomic features, predict the synergy score measuring deviation from expected non-interaction effect. (1) Cell line: OVCAR3. Drug 1: CC1=C(C=C(C=C1)NC(=O)C2=CC=C(C=C2)CN3CCN(CC3)C)NC4=NC=CC(=N4)C5=CN=CC=C5. Drug 2: CC12CCC3C(C1CCC2O)C(CC4=C3C=CC(=C4)O)CCCCCCCCCS(=O)CCCC(C(F)(F)F)(F)F. Synergy scores: CSS=4.18, Synergy_ZIP=-2.95, Synergy_Bliss=-5.29, Synergy_Loewe=-3.85, Synergy_HSA=-3.46. (2) Drug 1: C1=CC(=CC=C1CC(C(=O)O)N)N(CCCl)CCCl.Cl. Drug 2: COCCOC1=C(C=C2C(=C1)C(=NC=N2)NC3=CC=CC(=C3)C#C)OCCOC.Cl. Cell line: HL-60(TB). Synergy scores: CSS=41.6, Synergy_ZIP=-0.0476, Synergy_Bliss=-1.22, Synergy_Loewe=-20.5, Synergy_HSA=-2.16. (3) Drug 1: CCC1=CC2CC(C3=C(CN(C2)C1)C4=CC=CC=C4N3)(C5=C(C=C6C(=C5)C78CCN9C7C(C=CC9)(C(C(C8N6C)(C(=O)OC)O)OC(=O)C)CC)OC)C(=O)OC.C(C(C(=O)O)O)(C(=O)O)O. Drug 2: C1=NC2=C(N=C(N=C2N1C3C(C(C(O3)CO)O)F)Cl)N. Cell line: UO-31. Synergy scores: CSS=28.8, Synergy_ZIP=-4.52, Synergy_Bliss=-3.65, Synergy_Loewe=-3.11, Synergy_HSA=-1.40. (4) Drug 1: C1=C(C(=O)NC(=O)N1)N(CCCl)CCCl. Drug 2: C(=O)(N)NO. Cell line: MCF7. Synergy scores: CSS=31.3, Synergy_ZIP=-0.225, Synergy_Bliss=-0.406, Synergy_Loewe=-0.337, Synergy_HSA=3.68. (5) Drug 1: CC12CCC3C(C1CCC2O)C(CC4=C3C=CC(=C4)O)CCCCCCCCCS(=O)CCCC(C(F)(F)F)(F)F. Drug 2: CCC1=C2CN3C(=CC4=C(C3=O)COC(=O)C4(CC)O)C2=NC5=C1C=C(C=C5)O. Cell line: SK-MEL-5. Synergy scores: CSS=18.8, Synergy_ZIP=2.58, Synergy_Bliss=8.26, Synergy_Loewe=-18.3, Synergy_HSA=1.83. (6) Drug 1: CC(CN1CC(=O)NC(=O)C1)N2CC(=O)NC(=O)C2. Drug 2: C(=O)(N)NO. Cell line: SF-268. Synergy scores: CSS=10.1, Synergy_ZIP=-3.12, Synergy_Bliss=2.69, Synergy_Loewe=-1.83, Synergy_HSA=1.28. (7) Drug 1: C1=CC(=CC=C1CC(C(=O)O)N)N(CCCl)CCCl.Cl. Drug 2: C1=NC2=C(N1)C(=S)N=C(N2)N. Cell line: RPMI-8226. Synergy scores: CSS=60.2, Synergy_ZIP=-7.66, Synergy_Bliss=-5.32, Synergy_Loewe=-18.0, Synergy_HSA=-4.28. (8) Drug 1: C1CCN(CC1)CCOC2=CC=C(C=C2)C(=O)C3=C(SC4=C3C=CC(=C4)O)C5=CC=C(C=C5)O. Drug 2: CC1C(C(=O)NC(C(=O)N2CCCC2C(=O)N(CC(=O)N(C(C(=O)O1)C(C)C)C)C)C(C)C)NC(=O)C3=C4C(=C(C=C3)C)OC5=C(C(=O)C(=C(C5=N4)C(=O)NC6C(OC(=O)C(N(C(=O)CN(C(=O)C7CCCN7C(=O)C(NC6=O)C(C)C)C)C)C(C)C)C)N)C. Cell line: ACHN. Synergy scores: CSS=33.4, Synergy_ZIP=-2.20, Synergy_Bliss=0.273, Synergy_Loewe=-67.7, Synergy_HSA=-1.17. (9) Drug 1: COC1=CC(=CC(=C1O)OC)C2C3C(COC3=O)C(C4=CC5=C(C=C24)OCO5)OC6C(C(C7C(O6)COC(O7)C8=CC=CS8)O)O. Drug 2: CC12CCC3C(C1CCC2OP(=O)(O)O)CCC4=C3C=CC(=C4)OC(=O)N(CCCl)CCCl.[Na+]. Cell line: OVCAR-5. Synergy scores: CSS=10.4, Synergy_ZIP=-10.1, Synergy_Bliss=-8.42, Synergy_Loewe=-10.4, Synergy_HSA=-5.05.